Dataset: Catalyst prediction with 721,799 reactions and 888 catalyst types from USPTO. Task: Predict which catalyst facilitates the given reaction. (1) Reactant: [CH:1]1[CH:2]=[CH:3][C:4]([C:23]([OH:25])=[O:24])=[C:5]([C:7]2[C:17]3[CH:18]=[CH:19][C:20]([OH:22])=[CH:21][C:16]=3[O:15][C:14]3[C:8]=2[CH:9]=[CH:10][C:11]([CH:13]=3)=[O:12])[CH:6]=1.C([O-])([O-])=O.[Cs+].[Cs+].[CH2:32](Br)[C:33]1[CH:38]=[CH:37][CH:36]=[CH:35][CH:34]=1. Product: [CH2:32]([O:12][C:11]1[CH:10]=[CH:9][C:8]2[C:7]3([C:5]4[C:4](=[CH:3][CH:2]=[CH:1][CH:6]=4)[C:23](=[O:25])[O:24]3)[C:17]3[C:16]([O:15][C:14]=2[CH:13]=1)=[CH:21][C:20]([O:22][CH2:23][C:4]1[CH:5]=[CH:6][CH:1]=[CH:2][CH:3]=1)=[CH:19][CH:18]=3)[C:33]1[CH:38]=[CH:37][CH:36]=[CH:35][CH:34]=1. The catalyst class is: 23. (2) Reactant: C(C1C=CC(C(N[C:12]2[CH:27]=[CH:26][CH:25]=[CH:24][C:13]=2[C:14]([NH:16][C:17]2[CH:22]=[CH:21][C:20]([Cl:23])=[CH:19][N:18]=2)=[O:15])=O)=C(OC2CCNCC2)C=1)(C)(C)C.N=C=N.C(Cl)(Cl)Cl. Product: [Cl:23][C:20]1[CH:21]=[CH:22][C:17]([NH:16][C:14](=[O:15])[C:13]2[CH:24]=[CH:25][CH:26]=[CH:27][CH:12]=2)=[N:18][CH:19]=1. The catalyst class is: 107. (3) The catalyst class is: 1. Reactant: [CH3:1][C:2]1[N:10]=[CH:9][CH:8]=[CH:7][C:3]=1[C:4]([OH:6])=O.C([N:13]1[CH:17]=[CH:16][N:15]=[CH:14]1)([N:13]1[CH:17]=[CH:16][N:15]=[CH:14]1)=O. Product: [N:13]1([C:4]([C:3]2[C:2]([CH3:1])=[N:10][CH:9]=[CH:8][CH:7]=2)=[O:6])[CH:17]=[CH:16][N:15]=[CH:14]1. (4) Reactant: C1O[C:4]2([CH2:9][CH2:8][CH:7]([C:10]3[CH:15]=[CH:14][C:13]([O:16][CH2:17][CH3:18])=[C:12]([F:19])[C:11]=3[F:20])[CH2:6][CH2:5]2)[O:3]C1.C(O)=O. Product: [F:20][C:11]1[C:12]([F:19])=[C:13]([O:16][CH2:17][CH3:18])[CH:14]=[CH:15][C:10]=1[CH:7]1[CH2:8][CH2:9][C:4](=[O:3])[CH2:5][CH2:6]1. The catalyst class is: 11. (5) Reactant: [CH2:1]([C:5]1[CH:10]=[C:9]([C:11](=[O:24])[CH2:12][NH:13][C:14](=O)[C:15]2[CH:20]=[C:19]([CH3:21])[N:18]=[C:17]([CH3:22])[CH:16]=2)[CH:8]=[C:7]([CH3:25])[N:6]=1)[CH:2]([CH3:4])[CH3:3].CC[N+](S(N=C(OC)[O-])(=O)=O)(CC)CC. Product: [CH2:1]([C:5]1[CH:10]=[C:9]([C:11]2[O:24][C:14]([C:15]3[CH:20]=[C:19]([CH3:21])[N:18]=[C:17]([CH3:22])[CH:16]=3)=[N:13][CH:12]=2)[CH:8]=[C:7]([CH3:25])[N:6]=1)[CH:2]([CH3:4])[CH3:3]. The catalyst class is: 1. (6) Reactant: [C:1]([NH:4][C@@H:5]1[C@@H:10]([NH:11][C:12]([O:14][C:15]([CH3:18])([CH3:17])[CH3:16])=[O:13])[CH2:9][C:8]([C:19]([O:21]CC)=[O:20])=[CH:7][C@H:6]1[O:24][CH:25]([CH2:28][CH3:29])[CH2:26][CH3:27])(=[O:3])[CH3:2].[OH-].[Na+].Cl. Product: [C:1]([NH:4][C@@H:5]1[C@@H:10]([NH:11][C:12]([O:14][C:15]([CH3:17])([CH3:18])[CH3:16])=[O:13])[CH2:9][C:8]([C:19]([OH:21])=[O:20])=[CH:7][C@H:6]1[O:24][CH:25]([CH2:28][CH3:29])[CH2:26][CH3:27])(=[O:3])[CH3:2]. The catalyst class is: 1. (7) Reactant: [Br:1][C:2]1[CH:3]=[C:4]2[C:8](=[CH:9][CH:10]=1)[CH2:7][NH:6][CH2:5]2.[CH2:11]([N:13](CC)CC)C.BrCC#N.O. Product: [Br:1][C:2]1[CH:3]=[C:4]2[C:8](=[CH:9][CH:10]=1)[CH2:7][N:6]([C:11]#[N:13])[CH2:5]2. The catalyst class is: 4.